This data is from CYP2C19 inhibition data for predicting drug metabolism from PubChem BioAssay. The task is: Regression/Classification. Given a drug SMILES string, predict its absorption, distribution, metabolism, or excretion properties. Task type varies by dataset: regression for continuous measurements (e.g., permeability, clearance, half-life) or binary classification for categorical outcomes (e.g., BBB penetration, CYP inhibition). Dataset: cyp2c19_veith. The molecule is O=C(Oc1ccccc1[N+](=O)[O-])c1cccnc1. The result is 0 (non-inhibitor).